From a dataset of Forward reaction prediction with 1.9M reactions from USPTO patents (1976-2016). Predict the product of the given reaction. (1) Given the reactants Br[C:2]1[C:3]([Cl:21])=[C:4]([N:8]2[C:17](=[O:18])[C:16]3[C:11](=[C:12]([F:19])[CH:13]=[CH:14][CH:15]=3)[NH:10][C:9]2=[O:20])[CH:5]=[CH:6][CH:7]=1.[CH3:22][C:23]1([CH3:39])[C:27]([CH3:29])([CH3:28])[O:26][B:25]([B:25]2[O:26][C:27]([CH3:29])([CH3:28])[C:23]([CH3:39])([CH3:22])[O:24]2)[O:24]1.C([O-])(=O)C.[K+], predict the reaction product. The product is: [Cl:21][C:3]1[C:2]([B:25]2[O:26][C:27]([CH3:29])([CH3:28])[C:23]([CH3:39])([CH3:22])[O:24]2)=[CH:7][CH:6]=[CH:5][C:4]=1[N:8]1[C:17](=[O:18])[C:16]2[C:11](=[C:12]([F:19])[CH:13]=[CH:14][CH:15]=2)[NH:10][C:9]1=[O:20]. (2) Given the reactants [NH2:1][C:2]1([C:15]([O:17][CH3:18])=[O:16])[CH2:7][CH2:6][N:5]([C:8]([O:10][C:11]([CH3:14])([CH3:13])[CH3:12])=[O:9])[CH2:4][CH2:3]1.N1C=CC=CC=1.[Cl:25][CH2:26][CH2:27][CH2:28][C:29](Cl)=[O:30], predict the reaction product. The product is: [CH3:18][O:17][C:15]([C:2]1([NH:1][C:29](=[O:30])[CH2:28][CH2:27][CH2:26][Cl:25])[CH2:3][CH2:4][N:5]([C:8]([O:10][C:11]([CH3:12])([CH3:13])[CH3:14])=[O:9])[CH2:6][CH2:7]1)=[O:16]. (3) Given the reactants [Cl:1][C:2]1[CH:7]=[CH:6][C:5]([C:8]2[C:12]3[CH:13]=[CH:14][C:15](OS(C(F)(F)F)(=O)=O)=[CH:16][C:11]=3[S:10][N:9]=2)=[CH:4][CH:3]=1.[CH2:25]([OH:30])[CH2:26][CH2:27][C:28]#[CH:29], predict the reaction product. The product is: [Cl:1][C:2]1[CH:7]=[CH:6][C:5]([C:8]2[C:12]3[CH:13]=[CH:14][C:15]([C:29]#[C:28][CH2:27][CH2:26][CH2:25][OH:30])=[CH:16][C:11]=3[S:10][N:9]=2)=[CH:4][CH:3]=1. (4) The product is: [CH3:22][N:23]1[CH2:21][CH:7]([C:1]2[CH:6]=[CH:5][CH:4]=[CH:3][CH:2]=2)[C:8]([C:10]2[CH:20]=[CH:19][C:13]3[O:14][CH2:15][C:16](=[O:18])[NH:17][C:12]=3[CH:11]=2)=[N:24]1. Given the reactants [C:1]1([C:7](=[CH2:21])[C:8]([C:10]2[CH:20]=[CH:19][C:13]3[O:14][CH2:15][C:16](=[O:18])[NH:17][C:12]=3[CH:11]=2)=O)[CH:6]=[CH:5][CH:4]=[CH:3][CH:2]=1.[CH3:22][NH:23][NH2:24], predict the reaction product.